Predict which catalyst facilitates the given reaction. From a dataset of Catalyst prediction with 721,799 reactions and 888 catalyst types from USPTO. (1) Reactant: Br[C:2]1[C:3]2[C:8]([N:9]=[C:10]3[C:15]=1[CH:14]=[CH:13][CH:12]=[C:11]3[CH3:16])=[CH:7][CH:6]=[CH:5][CH:4]=2.[Li]CCCC.[Sn:22](Cl)([CH3:25])([CH3:24])[CH3:23]. Product: [CH3:16][C:11]1[C:10]2[C:15](=[C:2]([Sn:22]([CH3:25])([CH3:24])[CH3:23])[C:3]3[C:8]([N:9]=2)=[CH:7][CH:6]=[CH:5][CH:4]=3)[CH:14]=[CH:13][CH:12]=1. The catalyst class is: 27. (2) Product: [ClH:13].[Cl:13][CH2:8][CH2:7][CH:6]([N:1]1[CH2:5][CH2:4][CH2:3][CH2:2]1)[CH3:10]. The catalyst class is: 2. Reactant: [N:1]1([CH:6]([CH3:10])[CH2:7][CH2:8]O)[CH2:5][CH2:4][CH2:3][CH2:2]1.S(Cl)([Cl:13])=O. (3) Product: [C:1]([C:4]1[CH:9]=[CH:8][C:7]2[C:10]3[C:11](=[CH:12][C:13]([O:16][CH3:17])=[CH:14][CH:15]=3)[O:22][C:20](=[O:21])[C:6]=2[CH:5]=1)(=[O:3])[CH3:2]. Reactant: [C:1]([C:4]1[CH:5]=[C:6]([C:20]([OH:22])=[O:21])[C:7]([C:10]2[CH:15]=[CH:14][C:13]([O:16][CH3:17])=[CH:12][C:11]=2OC)=[CH:8][CH:9]=1)(=[O:3])[CH3:2].O=S(Cl)Cl.[Al+3].[Cl-].[Cl-].[Cl-]. The catalyst class is: 26.